Dataset: Full USPTO retrosynthesis dataset with 1.9M reactions from patents (1976-2016). Task: Predict the reactants needed to synthesize the given product. (1) Given the product [CH2:1]([O:5][CH2:6][CH2:7][O:8][C:9]1[CH:14]=[CH:13][C:12]([C:15]2[CH:16]=[CH:17][C:18]3[N:24]([CH2:25][CH:26]([CH3:27])[CH3:28])[CH2:23][CH2:22][C:21]([C:29]([NH:31][C:32]4[CH:33]=[CH:34][C:35]([S:38]([CH2:39][C:40]5[S:41][CH:42]=[CH:43][N:44]=5)=[O:54])=[CH:36][CH:37]=4)=[O:30])=[CH:20][C:19]=3[CH:45]=2)=[CH:11][CH:10]=1)[CH2:2][CH2:3][CH3:4], predict the reactants needed to synthesize it. The reactants are: [CH2:1]([O:5][CH2:6][CH2:7][O:8][C:9]1[CH:14]=[CH:13][C:12]([C:15]2[CH:16]=[CH:17][C:18]3[N:24]([CH2:25][CH:26]([CH3:28])[CH3:27])[CH2:23][CH2:22][C:21]([C:29]([NH:31][C:32]4[CH:37]=[CH:36][C:35]([S:38][CH2:39][C:40]5[S:41][CH:42]=[CH:43][N:44]=5)=[CH:34][CH:33]=4)=[O:30])=[CH:20][C:19]=3[CH:45]=2)=[CH:11][CH:10]=1)[CH2:2][CH2:3][CH3:4].ClC1C=CC=C(C(OO)=[O:54])C=1.S([O-])([O-])(=O)=S.[Na+].[Na+]. (2) The reactants are: Cl.[NH2:2][C@H:3]1[CH2:8][CH2:7][C@H:6]([OH:9])[CH2:5][CH2:4]1.[OH-].[Na+].[CH3:12][C:13]([O:16][C:17](O[C:17]([O:16][C:13]([CH3:15])([CH3:14])[CH3:12])=[O:18])=[O:18])([CH3:15])[CH3:14].Cl. Given the product [C:13]([O:16][C:17](=[O:18])[NH:2][C@H:3]1[CH2:8][CH2:7][C@H:6]([OH:9])[CH2:5][CH2:4]1)([CH3:15])([CH3:14])[CH3:12], predict the reactants needed to synthesize it. (3) Given the product [Br:33][CH2:34][CH2:35][CH2:36][CH2:37][CH2:38][O:1][C:2]1[CH:7]=[CH:6][C:5]([C:8]2[CH:9]=[CH:10][C:11]([C:14]([O:16][CH2:17][CH3:18])=[O:15])=[CH:12][CH:13]=2)=[CH:4][C:3]=1[C:19]1[CH:28]=[CH:27][C:26]2[C:25]([CH3:30])([CH3:29])[CH2:24][CH2:23][C:22]([CH3:31])([CH3:32])[C:21]=2[CH:20]=1, predict the reactants needed to synthesize it. The reactants are: [OH:1][C:2]1[CH:7]=[CH:6][C:5]([C:8]2[CH:13]=[CH:12][C:11]([C:14]([O:16][CH2:17][CH3:18])=[O:15])=[CH:10][CH:9]=2)=[CH:4][C:3]=1[C:19]1[CH:28]=[CH:27][C:26]2[C:25]([CH3:30])([CH3:29])[CH2:24][CH2:23][C:22]([CH3:32])([CH3:31])[C:21]=2[CH:20]=1.[Br:33][CH2:34][CH2:35][CH2:36][CH2:37][CH2:38]Br. (4) The reactants are: [O:1]=[S:2]1(=[O:13])[CH2:6][CH2:5][C:4]2[CH:7]=[C:8]([CH2:11][OH:12])[CH:9]=[CH:10][C:3]1=2.C(Cl)Cl. Given the product [O:1]=[S:2]1(=[O:13])[CH2:6][CH2:5][C:4]2[CH:7]=[C:8]([CH2:11][O:12][S:2]([CH3:3])(=[O:13])=[O:1])[CH:9]=[CH:10][C:3]1=2, predict the reactants needed to synthesize it. (5) Given the product [Cl:1][C:2]1[S:6][C:5]([C:7]2[CH:8]=[C:9]([N:13]3[C:17]4[CH:18]=[CH:19][C:20]([CH:22]([OH:24])[CH3:23])=[CH:21][C:16]=4[N:15]=[CH:14]3)[CH:10]=[CH:11][CH:12]=2)=[N:4][CH:3]=1, predict the reactants needed to synthesize it. The reactants are: [Cl:1][C:2]1[S:6][C:5]([C:7]2[CH:8]=[C:9]([N:13]3[C:17]4[CH:18]=[CH:19][C:20]([C:22](=[O:24])[CH3:23])=[CH:21][C:16]=4[N:15]=[CH:14]3)[CH:10]=[CH:11][CH:12]=2)=[N:4][CH:3]=1.[BH4-].[Na+]. (6) Given the product [CH3:27][O:26][C:21]1[CH:22]=[CH:23][CH:24]=[CH:25][C:20]=1[CH2:19][O:18][CH2:17][CH2:16][CH2:15][O:14][C:11]1[CH:12]=[CH:13][C:8]([CH:7]2[CH2:6][CH2:5][N:4]([C:28]([O:30][C:31]([CH3:34])([CH3:33])[CH3:32])=[O:29])[CH2:3][CH:2]2[O:1][CH2:35][CH:37]2[CH2:38][O:39]2)=[CH:9][CH:10]=1, predict the reactants needed to synthesize it. The reactants are: [OH:1][CH:2]1[CH:7]([C:8]2[CH:13]=[CH:12][C:11]([O:14][CH2:15][CH2:16][CH2:17][O:18][CH2:19][C:20]3[CH:25]=[CH:24][CH:23]=[CH:22][C:21]=3[O:26][CH3:27])=[CH:10][CH:9]=2)[CH2:6][CH2:5][N:4]([C:28]([O:30][C:31]([CH3:34])([CH3:33])[CH3:32])=[O:29])[CH2:3]1.[CH2:35]([C@@H:37]1[O:39][CH2:38]1)Cl. (7) Given the product [Cl:16][C:17]1[C:22]([C:23]([NH:15][C:10]2[CH:11]=[CH:12][CH:13]=[C:14]3[C:9]=2[N:8]=[CH:7][N:6]=[C:5]3[O:4][CH:1]([CH3:3])[CH3:2])=[O:24])=[C:21]([F:26])[C:20]([CH2:27][NH:28][C:29](=[O:34])[C:30]([CH3:32])([CH3:31])[CH3:33])=[CH:19][CH:18]=1, predict the reactants needed to synthesize it. The reactants are: [CH:1]([O:4][C:5]1[C:14]2[C:9](=[C:10]([NH2:15])[CH:11]=[CH:12][CH:13]=2)[N:8]=[CH:7][N:6]=1)([CH3:3])[CH3:2].[Cl:16][C:17]1[C:22]([C:23](O)=[O:24])=[C:21]([F:26])[C:20]([CH2:27][NH:28][C:29](=[O:34])[C:30]([CH3:33])([CH3:32])[CH3:31])=[CH:19][CH:18]=1.C(Cl)(=O)C(Cl)=O.CCN(C(C)C)C(C)C. (8) Given the product [CH2:7]([O:6][C:1](=[O:5])[C:2]([CH3:4])([CH3:3])[CH2:18][CH2:19][CH2:20][CH2:21][O:22][CH2:23][C:24]1[CH:29]=[CH:28][CH:27]=[CH:26][CH:25]=1)[CH3:8], predict the reactants needed to synthesize it. The reactants are: [C:1]([O:6][CH2:7][CH3:8])(=[O:5])[CH:2]([CH3:4])[CH3:3].[Li+].CC([N-]C(C)C)C.Br[CH2:18][CH2:19][CH2:20][CH2:21][O:22][CH2:23][C:24]1[CH:29]=[CH:28][CH:27]=[CH:26][CH:25]=1.O. (9) Given the product [C:11]([C:9]1[C:8]([N:13]2[CH2:14][CH:15]([C:17]([OH:19])=[O:18])[CH2:16]2)=[N:7][C:6]([S:24][CH3:25])=[C:5]([C:4]([O:3][CH2:1][CH3:2])=[O:26])[CH:10]=1)#[N:12], predict the reactants needed to synthesize it. The reactants are: [CH2:1]([O:3][C:4](=[O:26])[C:5]1[CH:10]=[C:9]([C:11]#[N:12])[C:8]([N:13]2[CH2:16][CH:15]([C:17]([O:19]C(C)(C)C)=[O:18])[CH2:14]2)=[N:7][C:6]=1[S:24][CH3:25])[CH3:2]. (10) Given the product [Cl:26][C:23]1[CH:24]=[CH:25][C:20]([C:18]([NH:17][CH:13]([CH2:12][C:7]2[C:5]3[C:4](=[CH:3][CH:2]=[CH:1][CH:6]=3)[NH:11][C:9](=[O:10])[CH:8]=2)[C:14]([O:16][CH2:31][C:30]2[CH:33]=[CH:34][CH:35]=[C:28]([F:27])[CH:29]=2)=[O:15])=[O:19])=[CH:21][CH:22]=1, predict the reactants needed to synthesize it. The reactants are: [CH:1]1[CH:2]=[CH:3][C:4]2[NH:11][C:9](=[O:10])[CH:8]=[C:7]([CH2:12][CH:13]([NH:17][C:18]([C:20]3[CH:21]=[CH:22][C:23]([Cl:26])=[CH:24][CH:25]=3)=[O:19])[C:14]([OH:16])=[O:15])[C:5]=2[CH:6]=1.[F:27][C:28]1[CH:29]=[C:30]([CH:33]=[CH:34][CH:35]=1)[CH2:31]Cl.